This data is from Peptide-MHC class I binding affinity with 185,985 pairs from IEDB/IMGT. The task is: Regression. Given a peptide amino acid sequence and an MHC pseudo amino acid sequence, predict their binding affinity value. This is MHC class I binding data. (1) The peptide sequence is AYLLQHLDL. The MHC is HLA-B15:01 with pseudo-sequence HLA-B15:01. The binding affinity (normalized) is 0.0847. (2) The peptide sequence is PLRPMTYR. The MHC is HLA-B35:01 with pseudo-sequence HLA-B35:01. The binding affinity (normalized) is 0. (3) The peptide sequence is WQGDTGITY. The MHC is HLA-A30:02 with pseudo-sequence HLA-A30:02. The binding affinity (normalized) is 0.574. (4) The peptide sequence is VSRLEHQMW. The MHC is SLA-20401 with pseudo-sequence SLA-20401. The binding affinity (normalized) is 0.0847. (5) The peptide sequence is FPYEGGKVF. The MHC is HLA-B15:09 with pseudo-sequence HLA-B15:09. The binding affinity (normalized) is 0.471. (6) The binding affinity (normalized) is 0.286. The peptide sequence is HMEDTGEAREV. The MHC is Mamu-A11 with pseudo-sequence Mamu-A11. (7) The peptide sequence is AYHHMAREL. The MHC is HLA-B15:01 with pseudo-sequence HLA-B15:01. The binding affinity (normalized) is 0.00187. (8) The MHC is HLA-A25:01 with pseudo-sequence HLA-A25:01. The binding affinity (normalized) is 0.0847. The peptide sequence is VLWKSYPLV. (9) The peptide sequence is EEAADWDL. The MHC is Mamu-B01 with pseudo-sequence Mamu-B01. The binding affinity (normalized) is 0.